Dataset: Full USPTO retrosynthesis dataset with 1.9M reactions from patents (1976-2016). Task: Predict the reactants needed to synthesize the given product. (1) The reactants are: [CH:1]1([N:7]([CH2:32][CH:33]=O)[C:8](=[O:31])[CH2:9][CH2:10][N:11]([CH2:22][CH2:23][C:24]2[CH:29]=[CH:28][CH:27]=[C:26]([F:30])[CH:25]=2)[C:12](=[O:21])[O:13][CH2:14][C:15]2[CH:20]=[CH:19][CH:18]=[CH:17][CH:16]=2)[CH2:6][CH2:5][CH2:4][CH2:3][CH2:2]1.[NH2:35][CH2:36][CH2:37][C:38]1[CH:47]=[CH:46][C:45]([O:48]CC2C=CC=CC=2)=[C:44]2[C:39]=1[CH:40]=[CH:41][C:42](=[O:56])[NH:43]2.S([O-])([O-])(=O)=O.[Mg+2].C(O[BH-](OC(=O)C)OC(=O)C)(=O)C.[Na+]. Given the product [CH:1]1([N:7]([CH2:32][CH2:33][NH:35][CH2:36][CH2:37][C:38]2[CH:47]=[CH:46][C:45]([OH:48])=[C:44]3[C:39]=2[CH:40]=[CH:41][C:42](=[O:56])[NH:43]3)[C:8](=[O:31])[CH2:9][CH2:10][N:11]([CH2:22][CH2:23][C:24]2[CH:29]=[CH:28][CH:27]=[C:26]([F:30])[CH:25]=2)[C:12](=[O:21])[O:13][CH2:14][C:15]2[CH:16]=[CH:17][CH:18]=[CH:19][CH:20]=2)[CH2:6][CH2:5][CH2:4][CH2:3][CH2:2]1, predict the reactants needed to synthesize it. (2) Given the product [CH3:8][S:9]([C:12]1[CH:19]=[CH:18][C:15]([CH2:16][S:1][C:2]2[N:3]([CH3:7])[CH:4]=[CH:5][N:6]=2)=[CH:14][CH:13]=1)(=[O:10])=[O:11], predict the reactants needed to synthesize it. The reactants are: [SH:1][C:2]1[N:3]([CH3:7])[CH:4]=[CH:5][N:6]=1.[CH3:8][S:9]([C:12]1[CH:19]=[CH:18][C:15]([CH2:16]Cl)=[CH:14][CH:13]=1)(=[O:11])=[O:10].C(=O)([O-])[O-].[Cs+].[Cs+]. (3) Given the product [CH:11]1([N:10]2[C:4]3[CH:3]=[C:2]([NH:30][C:28]4[CH:27]=[CH:26][N:25]=[C:24]([N:21]5[CH2:20][CH2:19][CH:18]([O:17][CH3:16])[CH2:23][CH2:22]5)[N:29]=4)[N:7]=[CH:6][C:5]=3[CH:8]=[CH:9]2)[CH2:15][CH2:14][CH2:13][CH2:12]1, predict the reactants needed to synthesize it. The reactants are: Cl[C:2]1[N:7]=[CH:6][C:5]2[CH:8]=[CH:9][N:10]([CH:11]3[CH2:15][CH2:14][CH2:13][CH2:12]3)[C:4]=2[CH:3]=1.[CH3:16][O:17][CH:18]1[CH2:23][CH2:22][N:21]([C:24]2[N:29]=[C:28]([NH2:30])[CH:27]=[CH:26][N:25]=2)[CH2:20][CH2:19]1.CC(C1C=C(C(C)C)C(C2C=CC=CC=2P(C2CCCCC2)C2CCCCC2)=C(C(C)C)C=1)C.C([O-])([O-])=O.[Cs+].[Cs+].